From a dataset of Reaction yield outcomes from USPTO patents with 853,638 reactions. Predict the reaction yield, written as a fraction of the theoretical maximum amount of product (1.0 means a 100% yield; for example, 0.34 means a 34% yield). (1) The reactants are C([O:8][C:9]1[C:34]([O:35][CH3:36])=[CH:33][C:12]([CH2:13][C:14]2[C:22]3[C:17](=[N:18][CH:19]=[CH:20][CH:21]=3)[N:16]([Si:23]([CH:30]([CH3:32])[CH3:31])([CH:27]([CH3:29])[CH3:28])[CH:24]([CH3:26])[CH3:25])[CH:15]=2)=[C:11]([F:37])[CH:10]=1)C1C=CC=CC=1. The catalyst is CO.O1CCCC1.[Pd]. The product is [F:37][C:11]1[C:12]([CH2:13][C:14]2[C:22]3[C:17](=[N:18][CH:19]=[CH:20][CH:21]=3)[N:16]([Si:23]([CH:27]([CH3:29])[CH3:28])([CH:24]([CH3:26])[CH3:25])[CH:30]([CH3:32])[CH3:31])[CH:15]=2)=[CH:33][C:34]([O:35][CH3:36])=[C:9]([OH:8])[CH:10]=1. The yield is 0.860. (2) The reactants are [CH2:1]([C@@H:8]1[NH:13][CH2:12][CH2:11][N:10]([C:14]2[CH:22]=[C:21]3[C:17]([C:18]([CH:27]([CH3:29])[CH3:28])=[N:19][N:20]3[CH:23]3[CH2:26][CH2:25][CH2:24]3)=[CH:16][CH:15]=2)[CH2:9]1)[C:2]1[CH:7]=[CH:6][CH:5]=[CH:4][CH:3]=1.[CH3:30][C:31]1[NH:35][N:34]=[C:33]([CH2:36][C:37](O)=[O:38])[N:32]=1. No catalyst specified. The product is [CH2:1]([C@H:8]1[CH2:9][N:10]([C:14]2[CH:22]=[C:21]3[C:17]([C:18]([CH:27]([CH3:29])[CH3:28])=[N:19][N:20]3[CH:23]3[CH2:24][CH2:25][CH2:26]3)=[CH:16][CH:15]=2)[CH2:11][CH2:12][N:13]1[C:37](=[O:38])[CH2:36][C:33]1[NH:32][C:31]([CH3:30])=[N:35][N:34]=1)[C:2]1[CH:3]=[CH:4][CH:5]=[CH:6][CH:7]=1. The yield is 0.250. (3) The reactants are [C:1]([O:5][C:6]([N:8]1[C:16]2[C:11](=[CH:12][CH:13]=[CH:14][CH:15]=2)[CH:10]=[C:9]1[C:17]1[C:18](=[O:34])[N:19]([CH2:26][O:27][CH2:28][CH2:29][Si:30]([CH3:33])([CH3:32])[CH3:31])[CH:20]=[C:21]([N+:23]([O-])=O)[CH:22]=1)=[O:7])([CH3:4])([CH3:3])[CH3:2].O1CCCC1.[F-].[K+]. The catalyst is O.C([O-])(=O)C.[Pd+2].C([O-])(=O)C. The product is [C:1]([O:5][C:6]([N:8]1[C:16]2[C:11](=[CH:12][CH:13]=[CH:14][CH:15]=2)[CH:10]=[C:9]1[C:17]1[C:18](=[O:34])[N:19]([CH2:26][O:27][CH2:28][CH2:29][Si:30]([CH3:31])([CH3:32])[CH3:33])[CH:20]=[C:21]([NH2:23])[CH:22]=1)=[O:7])([CH3:4])([CH3:3])[CH3:2]. The yield is 0.670.